From a dataset of Full USPTO retrosynthesis dataset with 1.9M reactions from patents (1976-2016). Predict the reactants needed to synthesize the given product. Given the product [C:10]([CH:14]([OH:44])[C@H:15]1[O:19][C@@H:18]([N:20]2[C:29]3[C:23]([C:24]([N:26]=[CH:27][N:28]=3)=[N:25][C:1](=[O:8])[C:2]3[CH:7]=[CH:6][CH:5]=[CH:4][CH:3]=3)=[N:22][C:21]2=[SiH2:30])[C@H:17]([O:31][Si:32]([C:35]([CH3:38])([CH3:37])[CH3:36])([CH3:34])[CH3:33])[C@@H:16]1[O:39][C:40]([CH3:43])([CH3:42])[CH3:41])([CH3:13])([CH3:11])[CH3:12], predict the reactants needed to synthesize it. The reactants are: [C:1](Cl)(=[O:8])[C:2]1[CH:7]=[CH:6][CH:5]=[CH:4][CH:3]=1.[C:10]([CH:14]([OH:44])[C@H:15]1[O:19][C@@H:18]([N:20]2[C:29]3[C:23]([C:24]([N:26]=[CH:27][N:28]=3)=[NH:25])=[N:22][C:21]2=[SiH2:30])[C@H:17]([O:31][Si:32]([C:35]([CH3:38])([CH3:37])[CH3:36])([CH3:34])[CH3:33])[C@@H:16]1[O:39][C:40]([CH3:43])([CH3:42])[CH3:41])([CH3:13])([CH3:12])[CH3:11].N1CCOCC1.